Dataset: Catalyst prediction with 721,799 reactions and 888 catalyst types from USPTO. Task: Predict which catalyst facilitates the given reaction. (1) Reactant: C[O:2][C:3](=[O:42])[C@@H:4]([NH:8][S:9]([C:12]1[CH:17]=[CH:16][C:15]([C:18]2[CH:23]=[CH:22][C:21]([NH:24][C:25]([C:27]3[O:28][C:29]4[CH:36]=[CH:35][C:34]([C:37](=[O:39])[CH3:38])=[C:33]([O:40][CH3:41])[C:30]=4[C:31]=3[CH3:32])=[O:26])=[CH:20][CH:19]=2)=[CH:14][CH:13]=1)(=[O:11])=[O:10])[CH:5]([CH3:7])[CH3:6].[Li+].[OH-]. Product: [C:37]([C:34]1[CH:35]=[CH:36][C:29]2[O:28][C:27]([C:25]([NH:24][C:21]3[CH:20]=[CH:19][C:18]([C:15]4[CH:14]=[CH:13][C:12]([S:9]([NH:8][C@@H:4]([CH:5]([CH3:7])[CH3:6])[C:3]([OH:42])=[O:2])(=[O:10])=[O:11])=[CH:17][CH:16]=4)=[CH:23][CH:22]=3)=[O:26])=[C:31]([CH3:32])[C:30]=2[C:33]=1[O:40][CH3:41])(=[O:39])[CH3:38]. The catalyst class is: 1. (2) Reactant: [Br:1][C:2]1[N:7]=[N:6][C:5]([NH2:8])=[CH:4][CH:3]=1.Br[CH:10]([CH3:16])[C:11]([CH:13]1[CH2:15][CH2:14]1)=O.C([O-])(O)=O.[Na+]. Product: [Br:1][C:2]1[CH:3]=[CH:4][C:5]2[N:6]([C:10]([CH3:16])=[C:11]([CH:13]3[CH2:15][CH2:14]3)[N:8]=2)[N:7]=1. The catalyst class is: 44. (3) Product: [CH:1]([C:4]1[CH:5]=[C:6]([NH:10][C:11]([C:13]2[CH:14]=[C:15]([N:19]3[CH2:28][C:27]4[CH:26]=[N:25][CH:24]=[C:23]([C:29]([NH:47][CH2:48][CH2:49][CH2:50][N:51]5[CH2:55][CH2:54][CH2:53][CH2:52]5)=[O:30])[C:22]=4[CH2:21][CH2:20]3)[CH:16]=[CH:17][CH:18]=2)=[O:12])[CH:7]=[CH:8][CH:9]=1)([CH3:3])[CH3:2]. The catalyst class is: 864. Reactant: [CH:1]([C:4]1[CH:5]=[C:6]([NH:10][C:11]([C:13]2[CH:14]=[C:15]([N:19]3[CH2:28][C:27]4[CH:26]=[N:25][CH:24]=[C:23]([C:29](O)=[O:30])[C:22]=4[CH2:21][CH2:20]3)[CH:16]=[CH:17][CH:18]=2)=[O:12])[CH:7]=[CH:8][CH:9]=1)([CH3:3])[CH3:2].C(N(CC)C(C)C)(C)C.CCCP(=O)=O.[NH2:47][CH2:48][CH2:49][CH2:50][N:51]1[CH2:55][CH2:54][CH2:53][CH2:52]1. (4) Reactant: [Br:1][C:2]1[CH:3]=[C:4]([C:11]([CH3:30])([CH3:29])[CH2:12][C@:13]([CH2:19][S@:20]([C:22]2[CH:27]=[CH:26][C:25]([CH3:28])=[CH:24][CH:23]=2)=O)([OH:18])[C:14]([F:17])([F:16])[F:15])[C:5]2[O:9][CH2:8][CH2:7][C:6]=2[CH:10]=1.[I-].[Na+].FC(F)(F)C(OC(=O)C(F)(F)F)=O. Product: [Br:1][C:2]1[CH:3]=[C:4]([C:11]([CH3:30])([CH3:29])[CH2:12][C@:13]([CH2:19][S:20][C:22]2[CH:27]=[CH:26][C:25]([CH3:28])=[CH:24][CH:23]=2)([OH:18])[C:14]([F:17])([F:15])[F:16])[C:5]2[O:9][CH2:8][CH2:7][C:6]=2[CH:10]=1. The catalyst class is: 21. (5) Reactant: [CH3:1][O:2][C:3]1[CH:15]=[CH:14][C:6]([CH2:7][C:8]2[S:12][C:11]([NH2:13])=[N:10][N:9]=2)=[CH:5][CH:4]=1.CCN(CC)CC.[CH3:23][C:24]1[O:28][C:27]([CH2:29][CH2:30][C:31](Cl)=[O:32])=[CH:26][CH:25]=1. Product: [CH3:1][O:2][C:3]1[CH:4]=[CH:5][C:6]([CH2:7][C:8]2[S:12][C:11]([NH:13][C:31](=[O:32])[CH2:30][CH2:29][C:27]3[O:28][C:24]([CH3:23])=[CH:25][CH:26]=3)=[N:10][N:9]=2)=[CH:14][CH:15]=1. The catalyst class is: 12. (6) Reactant: [Br:1][C:2]1[C:7]([C:8]#[N:9])=[CH:6][C:5]([CH2:10][CH2:11][CH3:12])=[CH:4][C:3]=1[C:13]1[CH:18]=[CH:17][C:16]([O:19]C)=[CH:15][CH:14]=1.B(Br)(Br)Br.CO.C([O-])(O)=O.[Na+]. Product: [Br:1][C:2]1[C:7]([C:8]#[N:9])=[CH:6][C:5]([CH2:10][CH2:11][CH3:12])=[CH:4][C:3]=1[C:13]1[CH:14]=[CH:15][C:16]([OH:19])=[CH:17][CH:18]=1. The catalyst class is: 91.